This data is from Catalyst prediction with 721,799 reactions and 888 catalyst types from USPTO. The task is: Predict which catalyst facilitates the given reaction. (1) Reactant: [O:1]([C:8]1[CH:14]=[CH:13][C:11]([NH2:12])=[CH:10][CH:9]=1)[C:2]1[CH:7]=[CH:6][CH:5]=[CH:4][CH:3]=1.[Cl:15][CH2:16][CH2:17][CH2:18][N:19]=[C:20]=[O:21]. Product: [Cl:15][CH2:16][CH2:17][CH2:18][NH:19][C:20]([NH:12][C:11]1[CH:10]=[CH:9][C:8]([O:1][C:2]2[CH:3]=[CH:4][CH:5]=[CH:6][CH:7]=2)=[CH:14][CH:13]=1)=[O:21]. The catalyst class is: 1. (2) Reactant: [CH3:1][O:2][C:3]1[CH:8]=[CH:7][C:6]([C:9]2[O:13][C:12]([CH3:15])([CH3:14])[C:11](=[O:16])[CH:10]=2)=[CH:5][CH:4]=1.C1C(=O)N([Br:24])C(=O)C1. Product: [Br:24][C:10]1[C:11](=[O:16])[C:12]([CH3:14])([CH3:15])[O:13][C:9]=1[C:6]1[CH:5]=[CH:4][C:3]([O:2][CH3:1])=[CH:8][CH:7]=1. The catalyst class is: 373. (3) Reactant: [F:1][C:2]([F:7])([F:6])[C:3]([OH:5])=[O:4].Cl[C:9]1[N:10]=[C:11]([NH:33][C:34]2[CH:39]=[CH:38][N:37]=[CH:36][N:35]=2)[C:12]2[N:17]([CH2:18][CH2:19][O:20][CH2:21][C:22]([F:25])([F:24])[F:23])[N:16]=[C:15]([CH2:26][N:27]3[CH2:32][CH2:31][O:30][CH2:29][CH2:28]3)[C:13]=2[N:14]=1.[CH3:40][C@@H:41]1[CH2:46][NH:45][CH2:44][CH2:43][NH:42]1.C(N(CC)C(C)C)(C)C.FC(F)(F)C(O)=O. Product: [F:1][C:2]([F:7])([F:6])[C:3]([OH:5])=[O:4].[CH3:40][C@H:41]1[NH:42][CH2:43][CH2:44][N:45]([C:9]2[N:10]=[C:11]([NH:33][C:34]3[CH:39]=[CH:38][N:37]=[CH:36][N:35]=3)[C:12]3[N:17]([CH2:18][CH2:19][O:20][CH2:21][C:22]([F:25])([F:23])[F:24])[N:16]=[C:15]([CH2:26][N:27]4[CH2:32][CH2:31][O:30][CH2:29][CH2:28]4)[C:13]=3[N:14]=2)[CH2:46]1. The catalyst class is: 16. (4) Reactant: Cl.CCOCC.CC1(C)[O:12][CH:11]([CH2:13][N:14]2[C:22]([C:23]3[S:24][CH:25]=[C:26]([CH3:28])[N:27]=3)=[C:21]3[C:16]([N:17]([CH3:32])[C:18](=[O:31])[N:19]([CH3:30])[C:20]3=[O:29])=[CH:15]2)[CH2:10][O:9]1.O. Product: [OH:12][CH:11]([CH2:10][OH:9])[CH2:13][N:14]1[C:22]([C:23]2[S:24][CH:25]=[C:26]([CH3:28])[N:27]=2)=[C:21]2[C:16]([N:17]([CH3:32])[C:18](=[O:31])[N:19]([CH3:30])[C:20]2=[O:29])=[CH:15]1. The catalyst class is: 10. (5) Reactant: [C:1]([C:4]1[C:9](=[O:10])[C:8]([O:11][CH3:12])=[CH:7][N:6]([C:13]2[CH:18]=[CH:17][C:16]([N:19]3[CH:23]=[C:22]([F:24])[C:21]([F:25])=[CH:20]3)=[CH:15][C:14]=2[O:26][CH2:27][C:28]2[CH:33]=[CH:32][CH:31]=[CH:30][CH:29]=2)[N:5]=1)(=[O:3])[CH3:2].CO[CH:36](OC)[N:37]([CH3:39])[CH3:38]. Product: [CH2:27]([O:26][C:14]1[CH:15]=[C:16]([N:19]2[CH:23]=[C:22]([F:24])[C:21]([F:25])=[CH:20]2)[CH:17]=[CH:18][C:13]=1[N:6]1[CH:7]=[C:8]([O:11][CH3:12])[C:9](=[O:10])[C:4]([C:1](=[O:3])[CH:2]=[CH:36][N:37]([CH3:39])[CH3:38])=[N:5]1)[C:28]1[CH:33]=[CH:32][CH:31]=[CH:30][CH:29]=1. The catalyst class is: 10. (6) Reactant: [OH:1][C:2]1[CH:9]=[C:8]([O:10][CH3:11])[CH:7]=[CH:6][C:3]=1[CH:4]=[O:5].N1C=CC=CC=1.[S:18](O[S:18]([C:21]([F:24])([F:23])[F:22])(=[O:20])=[O:19])([C:21]([F:24])([F:23])[F:22])(=[O:20])=[O:19]. Product: [CH:4]([C:3]1[CH:6]=[CH:7][C:8]([O:10][CH3:11])=[CH:9][C:2]=1[O:1][S:18]([C:21]([F:24])([F:23])[F:22])(=[O:20])=[O:19])=[O:5]. The catalyst class is: 646.